From a dataset of Full USPTO retrosynthesis dataset with 1.9M reactions from patents (1976-2016). Predict the reactants needed to synthesize the given product. (1) Given the product [CH3:1][C:2]1[CH:3]=[CH:4][C:5]([C:8]2[N:12]([C:13]3[CH:14]=[CH:15][C:16]([S:19]([NH2:22])(=[O:21])=[O:20])=[CH:17][CH:18]=3)[N:11]=[C:10]([C:23]([F:25])([F:24])[F:26])[CH:9]=2)=[CH:6][CH:7]=1.[K:27], predict the reactants needed to synthesize it. The reactants are: [CH3:1][C:2]1[CH:3]=[CH:4][C:5]([C:8]2[N:12]([C:13]3[CH:14]=[CH:15][C:16]([S:19]([NH2:22])(=[O:21])=[O:20])=[CH:17][CH:18]=3)[N:11]=[C:10]([C:23]([F:26])([F:25])[F:24])[CH:9]=2)=[CH:6][CH:7]=1.[K:27]. (2) Given the product [F:12][C:10]1[CH:9]=[C:8]2[C:3]([C:4]([CH2:14][C:15]3[N:19]([CH3:20])[N:18]=[CH:17][N:16]=3)=[N:5][NH:6][C:7]2=[O:13])=[C:2]([NH:1][NH2:21])[CH:11]=1, predict the reactants needed to synthesize it. The reactants are: [NH2:1][C:2]1[CH:11]=[C:10]([F:12])[CH:9]=[C:8]2[C:3]=1[C:4]([CH2:14][C:15]1[N:19]([CH3:20])[N:18]=[CH:17][N:16]=1)=[N:5][NH:6][C:7]2=[O:13].[N:21]([O-])=O.[Na+].Cl. (3) Given the product [CH:42]1([O:41][C:27]2[C:26]([C:24]3[N:25]=[C:21]([C:17]4([O:19][CH3:20])[CH2:18][NH:15][CH2:16]4)[S:22][CH:23]=3)=[CH:35][CH:34]=[C:33]3[C:28]=2[CH2:29][CH2:30][C@H:31]([CH3:40])[N:32]3[C:36]([O:38][CH3:39])=[O:37])[CH2:43][CH2:44][CH2:45]1, predict the reactants needed to synthesize it. The reactants are: FC(F)(F)C(O)=O.C(OC([N:15]1[CH2:18][C:17]([C:21]2[S:22][CH:23]=[C:24]([C:26]3[C:27]([O:41][CH:42]4[CH2:45][CH2:44][CH2:43]4)=[C:28]4[C:33](=[CH:34][CH:35]=3)[N:32]([C:36]([O:38][CH3:39])=[O:37])[C@@H:31]([CH3:40])[CH2:30][CH2:29]4)[N:25]=2)([O:19][CH3:20])[CH2:16]1)=O)(C)(C)C.